This data is from Forward reaction prediction with 1.9M reactions from USPTO patents (1976-2016). The task is: Predict the product of the given reaction. (1) Given the reactants C([O:3][C:4](=O)[C:5]([OH:12])([C:8]([F:11])([F:10])[F:9])[CH2:6][CH3:7])C.O.[NH2:15][NH2:16], predict the reaction product. The product is: [OH:12][C:5]([C:8]([F:11])([F:10])[F:9])([CH2:6][CH3:7])[C:4]([NH:15][NH2:16])=[O:3]. (2) Given the reactants [CH2:1]([C:4]1[C:13]([O:14][C:15]2[CH:20]=[CH:19][C:18]([S:21]([CH3:24])(=[O:23])=[O:22])=[CH:17][CH:16]=2)=[CH:12][C:7]([C:8]([O:10][CH3:11])=[O:9])=[CH:6][C:5]=1[C:25]([O:27][CH3:28])=[O:26])[CH:2]=[CH2:3], predict the reaction product. The product is: [CH3:24][S:21]([C:18]1[CH:17]=[CH:16][C:15]([O:14][C:13]2[C:4]([CH:1]=[CH:2][CH3:3])=[C:5]([C:25]([O:27][CH3:28])=[O:26])[CH:6]=[C:7]([CH:12]=2)[C:8]([O:10][CH3:11])=[O:9])=[CH:20][CH:19]=1)(=[O:22])=[O:23].